This data is from Reaction yield outcomes from USPTO patents with 853,638 reactions. The task is: Predict the reaction yield, written as a fraction of the theoretical maximum amount of product (1.0 means a 100% yield; for example, 0.34 means a 34% yield). (1) The catalyst is CN1CCCC1=O.O. The product is [CH3:1][N:2]1[CH2:15][CH2:14][C:5]2[N:6]([CH2:26][CH2:25][C:22]3[CH:21]=[N:20][C:19]([CH3:18])=[N:24][CH:23]=3)[C:7]3[CH:8]=[CH:9][C:10]([CH3:13])=[CH:11][C:12]=3[C:4]=2[CH2:3]1. The reactants are [CH3:1][N:2]1[CH2:15][CH2:14][C:5]2[NH:6][C:7]3[CH:8]=[CH:9][C:10]([CH3:13])=[CH:11][C:12]=3[C:4]=2[CH2:3]1.[OH-].[K+].[CH3:18][C:19]1[N:24]=[CH:23][C:22]([CH:25]=[CH2:26])=[CH:21][N:20]=1. The yield is 0.160. (2) The reactants are Br[C:2]1[CH:3]=[CH:4][C:5]2[O:11][CH2:10][CH2:9][N:8]([CH3:12])[CH2:7][C:6]=2[CH:13]=1.O1CCOCC1.[CH3:20][C:21]1([CH3:28])[C:25]([CH3:27])([CH3:26])[O:24][BH:23][O:22]1. The catalyst is COC1C=CC=C(OC)C=1C1C=CC=CC=1P(C1CCCCC1)C1CCCCC1.CCOC(C)=O. The product is [CH3:12][N:8]1[CH2:7][C:6]2[CH:13]=[C:2]([B:23]3[O:24][C:25]([CH3:27])([CH3:26])[C:21]([CH3:28])([CH3:20])[O:22]3)[CH:3]=[CH:4][C:5]=2[O:11][CH2:10][CH2:9]1. The yield is 0.840. (3) The reactants are Cl[C:2]1[NH:6][C:5]2[CH:7]=[C:8]([F:11])[CH:9]=[CH:10][C:4]=2[N:3]=1.[CH3:12][NH2:13]. No catalyst specified. The product is [F:11][C:8]1[CH:9]=[CH:10][C:4]2[N:3]=[C:2]([NH:13][CH3:12])[NH:6][C:5]=2[CH:7]=1. The yield is 0.640. (4) The reactants are [CH:1]([N:14]1[CH2:17][CH:16]([OH:18])[CH2:15]1)([C:8]1[CH:13]=[CH:12][CH:11]=[CH:10][CH:9]=1)[C:2]1[CH:7]=[CH:6][CH:5]=[CH:4][CH:3]=1.C[N+]1([O-])CCOCC1. The catalyst is ClCCl.[Ru]([O-])(=O)(=O)=O.C([N+](CCC)(CCC)CCC)CC. The product is [CH:1]([N:14]1[CH2:17][C:16](=[O:18])[CH2:15]1)([C:8]1[CH:13]=[CH:12][CH:11]=[CH:10][CH:9]=1)[C:2]1[CH:3]=[CH:4][CH:5]=[CH:6][CH:7]=1. The yield is 0.990. (5) The reactants are Cl[C:2]([O:4][CH2:5][CH:6]=[CH2:7])=[O:3].[N:8]1([C:20]([O:22][C:23]([CH3:26])([CH3:25])[CH3:24])=[O:21])[CH:12]([C:13]([O:15][C:16]([CH3:19])([CH3:18])[CH3:17])=[O:14])[CH2:11][CH2:10][NH:9]1.N1C=CC=CC=1. The catalyst is O1CCCC1. The product is [N:9]1([C:2]([O:4][CH2:5][CH:6]=[CH2:7])=[O:3])[CH2:10][CH2:11][CH:12]([C:13]([O:15][C:16]([CH3:18])([CH3:19])[CH3:17])=[O:14])[N:8]1[C:20]([O:22][C:23]([CH3:26])([CH3:25])[CH3:24])=[O:21]. The yield is 0.570. (6) The reactants are [C:1]1(=[O:10])[C:9]2[C:4](=[CH:5][CH:6]=[CH:7][CH:8]=2)[CH2:3][O:2]1.C1C(=O)N([Br:18])C(=O)C1.CC(N=NC(C#N)(C)C)(C#N)C.O. The catalyst is C(Cl)(Cl)(Cl)Cl.ClCCl. The product is [Br:18][CH:3]1[C:4]2[C:9](=[CH:8][CH:7]=[CH:6][CH:5]=2)[C:1](=[O:10])[O:2]1. The yield is 0.850. (7) The reactants are [N:1]1([C:6]2[CH:11]=[CH:10][C:9](/[CH:12]=[CH:13]/[C:14]([C:16]3[CH:21]=[C:20]([Cl:22])[CH:19]=[C:18]([Cl:23])[CH:17]=3)=[O:15])=[CH:8][CH:7]=2)[CH:5]=[N:4][CH:3]=[N:2]1.[F:24][C:25]([Si](C)(C)C)([F:27])[F:26].[F-].C([N+](CCCC)(CCCC)CCCC)CCC.Cl. The catalyst is C1COCC1. The product is [N:1]1([C:6]2[CH:11]=[CH:10][C:9](/[CH:12]=[CH:13]/[C:14]([C:16]3[CH:17]=[C:18]([Cl:23])[CH:19]=[C:20]([Cl:22])[CH:21]=3)([OH:15])[C:25]([F:27])([F:26])[F:24])=[CH:8][CH:7]=2)[CH:5]=[N:4][CH:3]=[N:2]1. The yield is 0.250. (8) The reactants are [N:1]12[CH2:8][CH2:7][C:4]([C:9]3[O:10][C:11]4[C:12](=[C:14]([C:18]([O:20]C)=[O:19])[CH:15]=[CH:16][CH:17]=4)[N:13]=3)([CH2:5][CH2:6]1)[CH2:3][CH2:2]2.O.[OH-].[Li+]. The catalyst is C1COCC1.O. The product is [N:1]12[CH2:2][CH2:3][C:4]([C:9]3[O:10][C:11]4[C:12](=[C:14]([C:18]([OH:20])=[O:19])[CH:15]=[CH:16][CH:17]=4)[N:13]=3)([CH2:7][CH2:8]1)[CH2:5][CH2:6]2. The yield is 1.08. (9) The reactants are C([O:5][C:6](=O)[NH:7][C@@H:8]1[CH2:12][CH2:11][N:10]([C:13]2[CH:18]=[CH:17][C:16]([Br:19])=[CH:15][N:14]=2)[CH2:9]1)(C)(C)C.C(O)([C:23](F)([F:25])[F:24])=O.FC(F)C(O)=O.CCN=C=NCCCN(C)C.C1C=CC2N(O)N=NC=2C=1.CCN(CC)CC. The catalyst is C(Cl)Cl. The product is [Br:19][C:16]1[CH:17]=[CH:18][C:13]([N:10]2[CH2:11][CH2:12][C@@H:8]([NH:7][C:6](=[O:5])[CH:23]([F:25])[F:24])[CH2:9]2)=[N:14][CH:15]=1. The yield is 0.500.